From a dataset of Full USPTO retrosynthesis dataset with 1.9M reactions from patents (1976-2016). Predict the reactants needed to synthesize the given product. (1) Given the product [Cl:27][CH2:28][CH2:29][NH:30][C:31]([NH:1][CH2:2][CH2:3][CH2:4][C:5]1[N:9]([C:10]2[CH:11]=[CH:12][C:13]([C:16]([NH:18][CH2:19][CH3:20])=[O:17])=[CH:14][CH:15]=2)[N:8]=[N:7][C:6]=1[C:21]([NH:23][CH:24]1[CH2:26][CH2:25]1)=[O:22])=[O:32], predict the reactants needed to synthesize it. The reactants are: [NH2:1][CH2:2][CH2:3][CH2:4][C:5]1[N:9]([C:10]2[CH:15]=[CH:14][C:13]([C:16]([NH:18][CH2:19][CH3:20])=[O:17])=[CH:12][CH:11]=2)[N:8]=[N:7][C:6]=1[C:21]([NH:23][CH:24]1[CH2:26][CH2:25]1)=[O:22].[Cl:27][CH2:28][CH2:29][N:30]=[C:31]=[O:32]. (2) Given the product [Br:1][C:2]1[CH:3]=[CH:4][C:5]2[O:14][C:13]3[C:12](=[O:15])[NH:11][C:10]([C:16]4[CH:17]=[C:18]([CH:23]=[CH:24][CH:25]=4)[C:19]([OH:21])=[O:20])=[N:9][C:8]=3[C:6]=2[CH:7]=1, predict the reactants needed to synthesize it. The reactants are: [Br:1][C:2]1[CH:3]=[CH:4][C:5]2[O:14][C:13]3[C:12](=[O:15])[NH:11][C:10]([C:16]4[CH:17]=[C:18]([CH:23]=[CH:24][CH:25]=4)[C:19]([O:21]C)=[O:20])=[N:9][C:8]=3[C:6]=2[CH:7]=1.O1CCCC1.O.[OH-].[Li+]. (3) Given the product [CH:3]1([C@H:7]([NH:9][C:10]2[N:18]=[C:40]([C:39]([OH:1])=[O:41])[N:16]=[C:15]3[C:11]=2[N:12]([CH2:28][C:29]2[CH:34]=[CH:33][C:32]([C:35]([F:38])([F:37])[F:36])=[CH:31][CH:30]=2)[C:13]([CH:21]([O:23][CH2:24][CH:25]([CH3:27])[CH3:26])[CH3:22])=[N:14]3)[CH3:8])[CH2:6][CH2:5][CH2:4]1, predict the reactants needed to synthesize it. The reactants are: [OH-:1].[Na+].[CH:3]1([C@H:7]([NH:9][C:10]2[N:18]=C(C#N)[N:16]=[C:15]3[C:11]=2[N:12]([CH2:28][C:29]2[CH:34]=[CH:33][C:32]([C:35]([F:38])([F:37])[F:36])=[CH:31][CH:30]=2)[C:13]([CH:21]([O:23][CH2:24][CH:25]([CH3:27])[CH3:26])[CH3:22])=[N:14]3)[CH3:8])[CH2:6][CH2:5][CH2:4]1.[CH2:39]([OH:41])[CH3:40]. (4) Given the product [CH2:1]([O:3][C:4](=[O:5])[C:6]1[C:11]([OH:12])=[CH:10][C:9]([C:13]([CH3:16])([CH3:15])[CH3:14])=[N:21][CH:7]=1)[CH3:2], predict the reactants needed to synthesize it. The reactants are: [CH2:1]([O:3][C:4]([C:6]1[C:11](=[O:12])[CH:10]=[C:9]([C:13]([CH3:16])([CH3:15])[CH3:14])O[CH:7]=1)=[O:5])[CH3:2].C([O-])(=O)C.[NH4+:21].C(O)(=O)C. (5) Given the product [CH3:33][O:32][C:30]([NH:29][C@H:28]([C:27]([NH:26][C:21]1[CH:22]=[CH:23][CH:24]=[CH:25][C:20]=1[CH2:19][CH2:18][C@H:8]1[O:7][CH2:6][C@@H:5]([CH2:4][N:1]2[CH:55]=[C:54]([C:48]3[CH:53]=[CH:52][CH:51]=[CH:50][CH:49]=3)[N:3]=[N:2]2)[N:10]([C:11]([O:13][C:14]([CH3:17])([CH3:15])[CH3:16])=[O:12])[CH2:9]1)=[O:47])[CH:34]([C:41]1[CH:42]=[CH:43][CH:44]=[CH:45][CH:46]=1)[C:35]1[CH:36]=[CH:37][CH:38]=[CH:39][CH:40]=1)=[O:31], predict the reactants needed to synthesize it. The reactants are: [N:1]([CH2:4][C@H:5]1[N:10]([C:11]([O:13][C:14]([CH3:17])([CH3:16])[CH3:15])=[O:12])[CH2:9][C@@H:8]([CH2:18][CH2:19][C:20]2[CH:25]=[CH:24][CH:23]=[CH:22][C:21]=2[NH:26][C:27](=[O:47])[C@H:28]([CH:34]([C:41]2[CH:46]=[CH:45][CH:44]=[CH:43][CH:42]=2)[C:35]2[CH:40]=[CH:39][CH:38]=[CH:37][CH:36]=2)[NH:29][C:30]([O:32][CH3:33])=[O:31])[O:7][CH2:6]1)=[N+:2]=[N-:3].[C:48]1([C:54]#[CH:55])[CH:53]=[CH:52][CH:51]=[CH:50][CH:49]=1.CCN(C(C)C)C(C)C.